From a dataset of Reaction yield outcomes from USPTO patents with 853,638 reactions. Predict the reaction yield, written as a fraction of the theoretical maximum amount of product (1.0 means a 100% yield; for example, 0.34 means a 34% yield). (1) The yield is 0.790. The product is [CH3:1][O:2][C:3]1[CH:9]=[CH:8][CH:7]=[CH:6][C:4]=1[NH:5][N:10]=[C:22]([C:23](=[O:25])[CH3:24])[C:19](=[O:21])[CH3:20]. The reactants are [CH3:1][O:2][C:3]1[CH:9]=[CH:8][CH:7]=[CH:6][C:4]=1[NH2:5].[N:10]([O-])=O.[Na+].C([O-])(=O)C.[Na+].[C:19]([CH2:22][C:23](=[O:25])[CH3:24])(=[O:21])[CH3:20]. The catalyst is C(O)(=O)C.Cl.O.C(O)C. (2) The reactants are [CH2:1]([C:3]([C:23]1[CH:28]=[CH:27][C:26]([OH:29])=[C:25]([CH3:30])[CH:24]=1)([C:6]1[CH:11]=[CH:10][C:9]([C:12]#[C:13][CH:14]([OH:21])[C:15]2([CH3:20])[CH2:19][CH2:18][CH2:17][CH2:16]2)=[C:8]([CH3:22])[CH:7]=1)[CH2:4][CH3:5])[CH3:2].C([O-])([O-])=O.[K+].[K+].C1(C)C=CC(S(O[CH2:47][C@@H:48]2[O:52][C:51](=[O:53])[CH2:50][CH2:49]2)(=O)=O)=CC=1. The catalyst is CO.CN(C)C(=O)C.[Cl-].[Na+].O.[Pd]. The product is [CH2:1]([C:3]([C:23]1[CH:28]=[CH:27][C:26]([O:29][CH2:47][C@@H:48]2[O:52][C:51](=[O:53])[CH2:50][CH2:49]2)=[C:25]([CH3:30])[CH:24]=1)([C:6]1[CH:11]=[CH:10][C:9]([CH2:12][CH2:13][CH:14]([OH:21])[C:15]2([CH3:20])[CH2:19][CH2:18][CH2:17][CH2:16]2)=[C:8]([CH3:22])[CH:7]=1)[CH2:4][CH3:5])[CH3:2]. The yield is 0.620.